From a dataset of Forward reaction prediction with 1.9M reactions from USPTO patents (1976-2016). Predict the product of the given reaction. (1) Given the reactants [CH2:1]([N:8]1[CH2:12][CH2:11][CH:10]([O:13][C:14]2[CH:19]=[CH:18][C:17]([N+:20]([O-:22])=[O:21])=[CH:16][CH:15]=2)[CH2:9]1)[C:2]1[CH:7]=[CH:6][CH:5]=[CH:4][CH:3]=1.Cl[CH2:24][S:25]([C:28]1[C:37]2[C:32](=[CH:33][CH:34]=[CH:35][CH:36]=2)[CH:31]=[CH:30][CH:29]=1)(=[O:27])=[O:26].CC(C)([O-])C.[K+].C(=O)(O)[O-].[Na+], predict the reaction product. The product is: [CH2:1]([N:8]1[CH2:12][CH2:11][CH:10]([O:13][C:14]2[CH:15]=[CH:16][C:17]([N+:20]([O-:22])=[O:21])=[C:18]([CH2:24][S:25]([C:28]3[C:37]4[C:32](=[CH:33][CH:34]=[CH:35][CH:36]=4)[CH:31]=[CH:30][CH:29]=3)(=[O:26])=[O:27])[CH:19]=2)[CH2:9]1)[C:2]1[CH:7]=[CH:6][CH:5]=[CH:4][CH:3]=1. (2) Given the reactants [F:1][C:2]1[CH:3]=[C:4]([C:8]2[C:12]3=[N+:13]([O-])[CH:14]=[CH:15][CH:16]=[C:11]3[N:10](C(C3C=CC=CC=3)(C3C=CC=CC=3)C3C=CC=CC=3)[N:9]=2)[CH:5]=[CH:6][CH:7]=1.P(Cl)(Cl)([Cl:39])=O, predict the reaction product. The product is: [F:1][C:2]1[CH:3]=[C:4]([C:8]2[C:12]3=[N:13][C:14]([Cl:39])=[CH:15][CH:16]=[C:11]3[NH:10][N:9]=2)[CH:5]=[CH:6][CH:7]=1.